From a dataset of Forward reaction prediction with 1.9M reactions from USPTO patents (1976-2016). Predict the product of the given reaction. (1) Given the reactants [CH:1]([C:4]1[CH:5]=[C:6]([CH2:15][C:16]([O:18][CH3:19])=[O:17])[CH:7]=[C:8]([CH:12]([CH3:14])[CH3:13])[C:9]=1[O:10]C)([CH3:3])[CH3:2].B(Br)(Br)Br, predict the reaction product. The product is: [CH:1]([C:4]1[CH:5]=[C:6]([CH2:15][C:16]([O:18][CH3:19])=[O:17])[CH:7]=[C:8]([CH:12]([CH3:14])[CH3:13])[C:9]=1[OH:10])([CH3:3])[CH3:2]. (2) The product is: [F:1][C:2]1[C:7]([O:8][CH2:24][C:25]#[C:26][CH2:27][CH3:28])=[CH:6][CH:5]=[CH:4][C:3]=1[CH2:9][NH:10][C:11]([C:13]1[CH:14]=[C:15]2[C:20](=[CH:21][CH:22]=1)[N:19]=[CH:18][CH:17]=[CH:16]2)=[O:12]. Given the reactants [F:1][C:2]1[C:7]([OH:8])=[CH:6][CH:5]=[CH:4][C:3]=1[CH2:9][NH:10][C:11]([C:13]1[CH:14]=[C:15]2[C:20](=[CH:21][CH:22]=1)[N:19]=[CH:18][CH:17]=[CH:16]2)=[O:12].Br[CH2:24][C:25]#[C:26][CH2:27][CH3:28].CN(C=O)C.C(=O)([O-])[O-].[Cs+].[Cs+], predict the reaction product. (3) Given the reactants [CH3:1][N:2]1[CH2:7][CH2:6][N:5]([NH:8][C:9]2[O:10][CH2:11][C:12](=[O:19])[C:13]=2[C:14]([O:16][CH2:17][CH3:18])=[O:15])[CH2:4][CH2:3]1.[NH:20]1[C:28]2[C:23](=[CH:24][CH:25]=[CH:26][N:27]=2)[C:22]([CH:29]=O)=[CH:21]1.N1CCC[C@H]1C(O)=O, predict the reaction product. The product is: [NH:20]1[C:28]2=[N:27][CH:26]=[CH:25][CH:24]=[C:23]2[C:22]([CH:29]=[C:11]2[O:10][C:9]([NH:8][N:5]3[CH2:6][CH2:7][N:2]([CH3:1])[CH2:3][CH2:4]3)=[C:13]([C:14]([O:16][CH2:17][CH3:18])=[O:15])[C:12]2=[O:19])=[CH:21]1. (4) Given the reactants [CH3:1][O:2][C:3](=[O:17])[C:4]([S:7][C:8]1[CH:13]=[C:12]([CH3:14])[C:11]([OH:15])=[CH:10][C:9]=1[CH3:16])([CH3:6])[CH3:5].[Br:18][CH2:19][CH2:20]Br.C(=O)([O-])[O-].[K+].[K+], predict the reaction product. The product is: [CH3:1][O:2][C:3](=[O:17])[C:4]([S:7][C:8]1[CH:13]=[C:12]([CH3:14])[C:11]([O:15][CH2:20][CH2:19][Br:18])=[CH:10][C:9]=1[CH3:16])([CH3:6])[CH3:5]. (5) Given the reactants C[Sn](C)([C:14]1[C:19]([F:20])=[C:18]([F:21])[C:17]([F:22])=[C:16]([F:23])[C:15]=1[F:24])[C:14]1[C:15]([F:24])=[C:16]([F:23])[C:17]([F:22])=[C:18]([F:21])[C:19]=1[F:20].[B:26]([Cl:29])(Cl)Cl, predict the reaction product. The product is: [Cl:29][B:26]([C:14]1[C:15]([F:24])=[C:16]([F:23])[C:17]([F:22])=[C:18]([F:21])[C:19]=1[F:20])[C:14]1[C:15]([F:24])=[C:16]([F:23])[C:17]([F:22])=[C:18]([F:21])[C:19]=1[F:20]. (6) Given the reactants [NH2:1][C:2]1[C:7]([C:8]#[C:9][C:10]2[CH:15]=[CH:14][C:13]([C:16]([F:19])([F:18])[F:17])=[CH:12][CH:11]=2)=[C:6]([CH3:20])[N:5]=[CH:4][N:3]=1.Cl[CH2:22][C:23]1[O:27][C:26]([C:28]([O:30][CH2:31][CH3:32])=[O:29])=[CH:25][CH:24]=1.C(=O)([O-])[O-].[K+].[K+], predict the reaction product. The product is: [CH3:20][C:6]1[N:5]=[CH:4][N:3]=[C:2]([NH:1][CH2:22][C:23]2[O:27][C:26]([C:28]([O:30][CH2:31][CH3:32])=[O:29])=[CH:25][CH:24]=2)[C:7]=1[C:8]#[C:9][C:10]1[CH:11]=[CH:12][C:13]([C:16]([F:19])([F:17])[F:18])=[CH:14][CH:15]=1. (7) Given the reactants [NH:1]1[C:9]2[C:4](=[CH:5][CH:6]=[CH:7][CH:8]=2)[C:3]([C:10](=[O:14])[C:11](Cl)=[O:12])=[N:2]1.C[C@H:16]1[NH:21][CH2:20][CH2:19][N:18]([C:22](=[O:29])[C:23]2[CH:28]=[CH:27][CH:26]=[CH:25][CH:24]=2)[CH2:17]1.N1C=CC=CC=1, predict the reaction product. The product is: [C:22]([N:18]1[CH2:19][CH2:20][N:21]([C:11](=[O:12])[C:10]([C:3]2[C:4]3[C:9](=[CH:8][CH:7]=[CH:6][CH:5]=3)[NH:1][N:2]=2)=[O:14])[CH2:16][CH2:17]1)(=[O:29])[C:23]1[CH:28]=[CH:27][CH:26]=[CH:25][CH:24]=1. (8) The product is: [CH2:12]([CH:19]1[CH2:23][CH2:22][N:21]([C:9]([C@@H:4]2[CH2:5][CH2:6][CH2:7][CH2:8][N:3]2[CH2:1][CH3:2])=[O:11])[CH2:20]1)[C:13]1[CH:18]=[CH:17][CH:16]=[CH:15][CH:14]=1. Given the reactants [CH2:1]([N:3]1[CH2:8][CH2:7][CH2:6][CH2:5][C@H:4]1[C:9]([OH:11])=O)[CH3:2].[CH2:12]([CH:19]1[CH2:23][CH2:22][NH:21][CH2:20]1)[C:13]1[CH:18]=[CH:17][CH:16]=[CH:15][CH:14]=1, predict the reaction product. (9) Given the reactants [CH2:1]([O:3][CH:4]([O:10][CH2:11][CH3:12])[C:5]([O:7]CC)=O)[CH3:2].[CH3:13][C:14]1[CH:22]=[CH:21][C:17]([CH2:18][Mg]Cl)=[CH:16][CH:15]=1.[Cl-].[NH4+], predict the reaction product. The product is: [CH2:11]([O:10][CH:4]([O:3][CH2:1][CH3:2])[C:5](=[O:7])[CH2:13][C:14]1[CH:22]=[CH:21][C:17]([CH3:18])=[CH:16][CH:15]=1)[CH3:12]. (10) Given the reactants [C:1]([C:3]1[N:8]=[N:7][CH:6]=[C:5]([N:9]2[CH:13]=[CH:12][C:11]([N:14]3[CH2:19][C@H:18]([CH3:20])[O:17][C@H:16]([C@@H:21]([OH:25])[C:22](O)=[O:23])[C:15]3=[O:26])=[N:10]2)[CH:4]=1)#[N:2].[O:27]1[C:31]2[CH:32]=[C:33]([NH2:36])[CH:34]=[CH:35][C:30]=2[C:29]([NH2:37])=[N:28]1.C(Cl)CCl.ON1C2N=CC=CC=2N=N1, predict the reaction product. The product is: [NH2:37][C:29]1[C:30]2[CH:35]=[CH:34][C:33]([NH:36][C:22](=[O:23])[C@@H:21]([C@H:16]3[O:17][C@@H:18]([CH3:20])[CH2:19][N:14]([C:11]4[CH:12]=[CH:13][N:9]([C:5]5[CH:4]=[C:3]([C:1]#[N:2])[N:8]=[N:7][CH:6]=5)[N:10]=4)[C:15]3=[O:26])[OH:25])=[CH:32][C:31]=2[O:27][N:28]=1.